Task: Predict the reactants needed to synthesize the given product.. Dataset: Full USPTO retrosynthesis dataset with 1.9M reactions from patents (1976-2016) (1) Given the product [F:10][CH2:11][CH:12]1[CH2:15][N:14]([CH2:16][CH2:17][O:18][C:2]2[CH:9]=[CH:8][C:5]([CH:6]=[O:7])=[CH:4][CH:3]=2)[CH2:13]1, predict the reactants needed to synthesize it. The reactants are: I[C:2]1[CH:9]=[CH:8][C:5]([CH:6]=[O:7])=[CH:4][CH:3]=1.[F:10][CH2:11][CH:12]1[CH2:15][N:14]([CH2:16][CH2:17][OH:18])[CH2:13]1. (2) The reactants are: [CH3:1][N:2]1[CH2:7][CH2:6][C:5]2[N:8]=[C:9]([C:11]([O-:13])=O)[S:10][C:4]=2[CH2:3]1.[Li+].O.ON1C2C=CC=CC=2N=N1.[Cl:26][C:27]1[CH:28]=[C:29]2[C:33](=[CH:34][CH:35]=1)[NH:32][C:31]([C:36]([NH:38][C@@H:39]1[CH2:42][CH2:41][C@@H:40]1[NH2:43])=[O:37])=[CH:30]2. Given the product [ClH:26].[Cl:26][C:27]1[CH:28]=[C:29]2[C:33](=[CH:34][CH:35]=1)[NH:32][C:31]([C:36]([NH:38][C@@H:39]1[CH2:42][CH2:41][C@@H:40]1[NH:43][C:11]([C:9]1[S:10][C:4]3[CH2:3][N:2]([CH3:1])[CH2:7][CH2:6][C:5]=3[N:8]=1)=[O:13])=[O:37])=[CH:30]2, predict the reactants needed to synthesize it.